Dataset: Full USPTO retrosynthesis dataset with 1.9M reactions from patents (1976-2016). Task: Predict the reactants needed to synthesize the given product. (1) Given the product [CH3:37][O:36][C:27]1[C:26]([N:22]2[CH2:23][CH2:24][CH2:25][N:19]([CH:14]([CH:11]3[CH2:10][CH2:9][N:8]([C:6]([O:5][C:1]([CH3:3])([CH3:4])[CH3:2])=[O:7])[CH2:13][CH2:12]3)[CH2:15][C:16](=[O:18])[NH:45][CH2:44][CH2:43][N:38]3[CH2:42][CH2:41][CH2:40][CH2:39]3)[CH2:20][CH2:21]2)=[C:35]2[C:30]([CH:31]=[CH:32][CH:33]=[N:34]2)=[CH:29][CH:28]=1, predict the reactants needed to synthesize it. The reactants are: [C:1]([O:5][C:6]([N:8]1[CH2:13][CH2:12][CH:11]([CH:14]([N:19]2[CH2:25][CH2:24][CH2:23][N:22]([C:26]3[C:27]([O:36][CH3:37])=[CH:28][CH:29]=[C:30]4[C:35]=3[N:34]=[CH:33][CH:32]=[CH:31]4)[CH2:21][CH2:20]2)[CH2:15][C:16]([OH:18])=O)[CH2:10][CH2:9]1)=[O:7])([CH3:4])([CH3:3])[CH3:2].[N:38]1([CH2:43][CH2:44][NH2:45])[CH2:42][CH2:41][CH2:40][CH2:39]1.C(N(CC)C(C)C)(C)C.CN(C(ON1N=NC2C=CC=NC1=2)=[N+](C)C)C.F[P-](F)(F)(F)(F)F. (2) Given the product [CH:17]1([C:20]2[O:24][C:23]([NH:25][C:8](=[O:9])[CH:7]([C:11]3[CH:16]=[CH:15][CH:14]=[CH:13][CH:12]=3)[C:1]3[CH:6]=[CH:5][CH:4]=[CH:3][CH:2]=3)=[N:22][N:21]=2)[CH2:19][CH2:18]1, predict the reactants needed to synthesize it. The reactants are: [C:1]1([CH:7]([C:11]2[CH:16]=[CH:15][CH:14]=[CH:13][CH:12]=2)[C:8](Cl)=[O:9])[CH:6]=[CH:5][CH:4]=[CH:3][CH:2]=1.[CH:17]1([C:20]2[O:24][C:23]([NH2:25])=[N:22][N:21]=2)[CH2:19][CH2:18]1. (3) The reactants are: Cl.[CH3:2][S:3]([CH2:6][CH2:7][CH2:8][O:9][C:10]1[CH:11]=[CH:12][C:13]2[O:17][C:16]([NH:18][CH:19]3[CH2:24][CH2:23][NH:22][CH2:21][CH2:20]3)=[N:15][C:14]=2[CH:25]=1)(=[O:5])=[O:4].C(OC(N1CCC(NC2OC3C=CC(OCCCS(C)(=O)=O)=CC=3N=2)CC1)=O)(C)(C)C.Cl.O1CCOCC1.[Cl:64][C:65]1[C:72]([O:73][CH2:74][CH3:75])=[CH:71][C:68]([CH:69]=O)=[CH:67][C:66]=1[O:76][CH2:77][CH3:78].C([BH3-])#N.[Na+].C(N(C(C)C)C(C)C)C. Given the product [Cl:64][C:65]1[C:72]([O:73][CH2:74][CH3:75])=[CH:71][C:68]([CH2:69][N:22]2[CH2:23][CH2:24][CH:19]([NH:18][C:16]3[O:17][C:13]4[CH:12]=[CH:11][C:10]([O:9][CH2:8][CH2:7][CH2:6][S:3]([CH3:2])(=[O:5])=[O:4])=[CH:25][C:14]=4[N:15]=3)[CH2:20][CH2:21]2)=[CH:67][C:66]=1[O:76][CH2:77][CH3:78], predict the reactants needed to synthesize it. (4) Given the product [CH2:1]([O:5][CH2:6][CH2:7][O:8][C:9]1[CH:14]=[CH:13][C:12]([C:15]2[CH:16]=[CH:17][C:18]3[N:24]([CH2:25][CH:26]([CH3:28])[CH3:27])[CH2:23][CH2:22][C:21]([C:29]([NH:53][C:52]4[CH:54]=[CH:55][C:49]([S:48][CH2:47][C:46]5[O:42][N:43]=[CH:44][CH:45]=5)=[CH:50][CH:51]=4)=[O:30])=[CH:20][C:19]=3[CH:32]=2)=[CH:11][CH:10]=1)[CH2:2][CH2:3][CH3:4], predict the reactants needed to synthesize it. The reactants are: [CH2:1]([O:5][CH2:6][CH2:7][O:8][C:9]1[CH:14]=[CH:13][C:12]([C:15]2[CH:16]=[CH:17][C:18]3[N:24]([CH2:25][CH:26]([CH3:28])[CH3:27])[CH2:23][CH2:22][C:21]([C:29](O)=[O:30])=[CH:20][C:19]=3[CH:32]=2)=[CH:11][CH:10]=1)[CH2:2][CH2:3][CH3:4].CN(C=O)C.S(Cl)(Cl)=O.[O:42]1[C:46]([CH2:47][S:48][C:49]2[CH:55]=[CH:54][C:52]([NH2:53])=[CH:51][CH:50]=2)=[CH:45][CH:44]=[N:43]1.